From a dataset of CYP2D6 inhibition data for predicting drug metabolism from PubChem BioAssay. Regression/Classification. Given a drug SMILES string, predict its absorption, distribution, metabolism, or excretion properties. Task type varies by dataset: regression for continuous measurements (e.g., permeability, clearance, half-life) or binary classification for categorical outcomes (e.g., BBB penetration, CYP inhibition). Dataset: cyp2d6_veith. (1) The drug is CCOc1c2ccc(C(=O)NCCc3cccs3)cc2nn1CC. The result is 1 (inhibitor). (2) The drug is CC[C@H](C)[C@H](N)C1=N[C@H](C(=O)N[C@@H](CC(C)C)C(=O)N[C@@H](CCC(=O)O)C(=O)N[C@@H](C(=O)N[C@H]2CCCCNC(=O)[C@@H](CC(N)=O)NC(=O)[C@@H](CC(=O)O)NC(=O)[C@@H](Cc3cnc[nH]3)NC(=O)[C@@H](Cc3ccccc3)NC(=O)[C@@H]([C@@H](C)CC)NC(=O)[C@@H](CCCN)NC2=O)[C@@H](C)CC)CS1. The result is 0 (non-inhibitor).